Task: Predict which catalyst facilitates the given reaction.. Dataset: Catalyst prediction with 721,799 reactions and 888 catalyst types from USPTO (1) Reactant: [CH2:1]([C:3]1[C:11]2[C:6](=[CH:7][CH:8]=[CH:9][C:10]=2[NH:12][C:13]([C:15]2[N:19]3[CH:20]=[CH:21][CH:22]=[CH:23][C:18]3=[N:17][CH:16]=2)=[O:14])[N:5]([CH2:24][C:25]2[C:26]([OH:32])=[N:27][C:28]([CH3:31])=[CH:29][CH:30]=2)[N:4]=1)[CH3:2].CI.[C:35]([O-])([O-])=O.[K+].[K+]. Product: [CH3:35][N:27]1[C:28]([CH3:31])=[CH:29][CH:30]=[C:25]([CH2:24][N:5]2[C:6]3[C:11](=[C:10]([NH:12][C:13]([C:15]4[N:19]5[CH:20]=[CH:21][CH:22]=[CH:23][C:18]5=[N:17][CH:16]=4)=[O:14])[CH:9]=[CH:8][CH:7]=3)[C:3]([CH2:1][CH3:2])=[N:4]2)[C:26]1=[O:32]. The catalyst class is: 248. (2) Reactant: [F:1][C:2]1[CH:13]=[CH:12][C:5]([CH2:6][O:7][CH2:8][C:9](Cl)=[O:10])=[CH:4][CH:3]=1.C(N(CC)CC)C.[NH2:21][CH2:22][CH2:23][CH:24]1[CH2:29][CH2:28][N:27]([CH2:30][C:31]2[CH:36]=[CH:35][CH:34]=[CH:33][CH:32]=2)[CH2:26][CH2:25]1. Product: [F:1][C:2]1[CH:13]=[CH:12][C:5]([CH2:6][O:7][CH2:8][C:9]([NH:21][CH2:22][CH2:23][CH:24]2[CH2:25][CH2:26][N:27]([CH2:30][C:31]3[CH:32]=[CH:33][CH:34]=[CH:35][CH:36]=3)[CH2:28][CH2:29]2)=[O:10])=[CH:4][CH:3]=1. The catalyst class is: 1. (3) Reactant: [CH3:1][O:2][C:3]1[C:11]2[CH:10]=[C:9]([NH2:12])[S:8][C:7]=2[C:6]([C:13]2[CH:18]=[CH:17][CH:16]=[CH:15][CH:14]=2)=[CH:5][CH:4]=1.C(N(CC)CC)C.[F:26][C:27]1[CH:35]=[CH:34][C:30]([C:31](Cl)=[O:32])=[CH:29][CH:28]=1. Product: [F:26][C:27]1[CH:35]=[CH:34][C:30]([C:31]([NH:12][C:9]2[S:8][C:7]3[C:6]([C:13]4[CH:14]=[CH:15][CH:16]=[CH:17][CH:18]=4)=[CH:5][CH:4]=[C:3]([O:2][CH3:1])[C:11]=3[CH:10]=2)=[O:32])=[CH:29][CH:28]=1. The catalyst class is: 230. (4) Reactant: [CH2:1]([NH:4][C:5]1[N:10]2[N:11]=[C:12]([C:25]3[CH:30]=[CH:29][C:28]([F:31])=[CH:27][CH:26]=3)[C:13]([C:14]3[CH:19]=[CH:18][N:17]=[C:16]([NH:20][CH2:21][CH2:22][CH2:23][CH3:24])[N:15]=3)=[C:9]2[CH:8]=[CH:7][CH:6]=1)[CH:2]=[CH2:3].[H][H]. Product: [CH2:21]([NH:20][C:16]1[N:15]=[C:14]([C:13]2[C:12]([C:25]3[CH:26]=[CH:27][C:28]([F:31])=[CH:29][CH:30]=3)=[N:11][N:10]3[C:5]([NH:4][CH2:1][CH2:2][CH3:3])=[CH:6][CH:7]=[CH:8][C:9]=23)[CH:19]=[CH:18][N:17]=1)[CH2:22][CH2:23][CH3:24]. The catalyst class is: 29. (5) The catalyst class is: 286. Reactant: [OH:1][C:2]1[C:7]([NH:8][C:9](=[O:17])[C:10]2[CH:15]=[CH:14][CH:13]=[C:12]([CH3:16])[CH:11]=2)=[C:6](O)[N:5]=[C:4]([S:19][CH3:20])[N:3]=1.C(OCC)C. Product: [CH3:20][S:19][C:4]1[N:3]=[C:2]([OH:1])[C:7]2[N:8]=[C:9]([C:10]3[CH:15]=[CH:14][CH:13]=[C:12]([CH3:16])[CH:11]=3)[O:17][C:6]=2[N:5]=1. (6) Reactant: [F:1][CH:2]([F:26])[C:3]1[NH:4][C:5]([CH:23]([F:25])[F:24])=[C:6]([C:21]#[N:22])[CH:7]([C:11]2[CH:12]=[C:13]3[C:17](=[CH:18][CH:19]=2)[NH:16][N:15]=[C:14]3[CH3:20])[C:8]=1[C:9]#[N:10].C(=O)([O-])O.[OH:31][CH2:32][CH2:33][N+:34]([CH3:37])([CH3:36])[CH3:35].C1COCC1. Product: [C:9]([C:8]1[CH:7]([C:11]2[CH:12]=[C:13]3[C:17](=[CH:18][CH:19]=2)[NH:16][N:15]=[C:14]3[CH3:20])[C:6]([C:21]#[N:22])=[C:5]([CH:23]([F:24])[F:25])[N-:4][C:3]=1[CH:2]([F:1])[F:26])#[N:10].[OH:31][CH2:32][CH2:33][N+:34]([CH3:37])([CH3:36])[CH3:35]. The catalyst class is: 8. (7) Reactant: [CH3:1][C:2]1[CH:7]=[CH:6][C:5]([NH2:8])=[CH:4][C:3]=1[NH:9][C:10]1[N:11]([C:15]2[CH:20]=[C:19]([NH:21][CH3:22])[N:18]=[CH:17][N:16]=2)[N:12]=[CH:13][N:14]=1.C(N(C(C)C)CC)(C)C.ClC(Cl)(O[C:36](=[O:42])OC(Cl)(Cl)Cl)Cl.[N:44]1([CH2:49][C:50]2[CH:51]=[C:52]([NH2:60])[CH:53]=[C:54]([C:56]([F:59])([F:58])[F:57])[CH:55]=2)[CH2:48][CH2:47][CH2:46][CH2:45]1. Product: [CH3:1][C:2]1[CH:7]=[CH:6][C:5]([NH:8][C:36]([NH:60][C:52]2[CH:53]=[C:54]([C:56]([F:57])([F:58])[F:59])[CH:55]=[C:50]([CH2:49][N:44]3[CH2:48][CH2:47][CH2:46][CH2:45]3)[CH:51]=2)=[O:42])=[CH:4][C:3]=1[NH:9][C:10]1[N:11]([C:15]2[CH:20]=[C:19]([NH:21][CH3:22])[N:18]=[CH:17][N:16]=2)[N:12]=[CH:13][N:14]=1. The catalyst class is: 2. (8) Reactant: [Cl:1][C:2]1[CH:3]=[C:4]([CH:8]=[CH:9][N:10]=1)[C:5]([OH:7])=O.S(Cl)(Cl)=O.CN(C=O)C.[CH3:20][N:21]1[CH2:26][CH2:25][N:24]([CH2:27][CH2:28][CH2:29][NH2:30])[CH2:23][CH2:22]1.[OH-].[Na+].ClC1C=C(C=CN=1)C(Cl)=O. Product: [Cl:1][C:2]1[CH:3]=[C:4]([CH:8]=[CH:9][N:10]=1)[C:5]([NH:30][CH2:29][CH2:28][CH2:27][N:24]1[CH2:23][CH2:22][N:21]([CH3:20])[CH2:26][CH2:25]1)=[O:7]. The catalyst class is: 245.